This data is from Forward reaction prediction with 1.9M reactions from USPTO patents (1976-2016). The task is: Predict the product of the given reaction. The product is: [CH3:9][N:10]1[CH:15]=[CH:14][C:13]([C:21]2[CH:22]=[CH:23][C:24]3[N:30]4[CH2:31][C@H:27]([CH2:28][CH2:29]4)[N:26]([C:32]([NH:34][C:35]4[CH:40]=[N:39][CH:38]=[CH:37][N:36]=4)=[O:33])[C:25]=3[N:41]=2)=[CH:12][C:11]1=[O:19]. Given the reactants P([O-])([O-])([O-])=O.[K+].[K+].[K+].[CH3:9][N:10]1[CH:15]=[CH:14][C:13](B(O)O)=[CH:12][C:11]1=[O:19].Cl[C:21]1[CH:22]=[CH:23][C:24]2[N:30]3[CH2:31][C@H:27]([CH2:28][CH2:29]3)[N:26]([C:32]([NH:34][C:35]3[CH:40]=[N:39][CH:38]=[CH:37][N:36]=3)=[O:33])[C:25]=2[N:41]=1.CC(C1C=C(C(C)C)C(C2C=CC=CC=2P(C2CCCCC2)C2CCCCC2)=C(C(C)C)C=1)C, predict the reaction product.